From a dataset of Catalyst prediction with 721,799 reactions and 888 catalyst types from USPTO. Predict which catalyst facilitates the given reaction. (1) Reactant: [CH2:1]([N:8]1[CH2:13][CH:12]2[CH:10]([CH:11]2[CH:14]=[N:15]O)[CH2:9]1)[C:2]1[CH:7]=[CH:6][CH:5]=[CH:4][CH:3]=1.[H-].[H-].[H-].[H-].[Li+].[Al+3]. Product: [CH2:1]([N:8]1[CH2:13][CH:12]2[CH:10]([CH:11]2[CH2:14][NH2:15])[CH2:9]1)[C:2]1[CH:3]=[CH:4][CH:5]=[CH:6][CH:7]=1. The catalyst class is: 1. (2) Reactant: C(OCC)(=O)C.[CH3:7][N:8]1[CH:16]=[C:15]2[C:10]([C:11]([C:20]3[CH:25]=[CH:24][CH:23]=[CH:22][CH:21]=3)=[CH:12][C:13]([N+:17]([O-])=O)=[CH:14]2)=[N:9]1. Product: [CH3:7][N:8]1[CH:16]=[C:15]2[C:10]([C:11]([C:20]3[CH:21]=[CH:22][CH:23]=[CH:24][CH:25]=3)=[CH:12][C:13]([NH2:17])=[CH:14]2)=[N:9]1. The catalyst class is: 354.